Dataset: Catalyst prediction with 721,799 reactions and 888 catalyst types from USPTO. Task: Predict which catalyst facilitates the given reaction. (1) Reactant: [N-:1]=[N+:2]=[N-:3].[Na+].[CH3:5][O:6][C:7]1[CH:12]=[CH:11][C:10]([CH2:13][CH2:14][CH2:15][CH2:16]OS(C2C=CC(C)=CC=2)(=O)=O)=[CH:9][CH:8]=1. Product: [CH3:5][O:6][C:7]1[CH:12]=[CH:11][C:10]([CH2:13][CH2:14][CH2:15][CH2:16][N:1]=[N+:2]=[N-:3])=[CH:9][CH:8]=1. The catalyst class is: 3. (2) Product: [Cl:1][C:2]1[CH:7]=[C:6]([CH:5]=[C:4]([Cl:10])[C:3]=1[OH:11])[CH:8]=[O:9]. The catalyst class is: 12. Reactant: [Cl:1][C:2]1[CH:7]=[C:6]([CH2:8][OH:9])[CH:5]=[C:4]([Cl:10])[C:3]=1[OH:11].C(C1C(=O)C(Cl)=C(Cl)C(=O)C=1C#N)#N. (3) Reactant: [CH3:1][Si:2]([CH3:51])([CH3:50])[CH2:3][CH2:4][O:5][CH2:6][N:7]([CH2:42][O:43][CH2:44][CH2:45][Si:46]([CH3:49])([CH3:48])[CH3:47])[C:8]1[N:13]2[N:14]=[CH:15][C:16]([C:17]3[CH:18]=[N:19][C:20]([C:23]([OH:26])([CH3:25])[CH3:24])=[CH:21][CH:22]=3)=[C:12]2[N:11]=[C:10]([CH:27]2[CH2:33][CH:32]3[N:34]([C:35]([O:37][C:38]([CH3:41])([CH3:40])[CH3:39])=[O:36])[CH:29]([CH2:30][CH2:31]3)[CH2:28]2)[CH:9]=1.C(O)(=O)C.[Br:56]N1C(=O)CCC1=O.C(=O)(O)[O-].[Na+].S([O-])([O-])(=O)=S.[Na+].[Na+]. Product: [CH3:49][Si:46]([CH3:47])([CH3:48])[CH2:45][CH2:44][O:43][CH2:42][N:7]([CH2:6][O:5][CH2:4][CH2:3][Si:2]([CH3:1])([CH3:50])[CH3:51])[C:8]1[N:13]2[N:14]=[CH:15][C:16]([C:17]3[CH:18]=[N:19][C:20]([C:23]([OH:26])([CH3:25])[CH3:24])=[CH:21][CH:22]=3)=[C:12]2[N:11]=[C:10]([CH:27]2[CH2:33][CH:32]3[N:34]([C:35]([O:37][C:38]([CH3:41])([CH3:40])[CH3:39])=[O:36])[CH:29]([CH2:30][CH2:31]3)[CH2:28]2)[C:9]=1[Br:56]. The catalyst class is: 13. (4) Reactant: [CH3:1][NH:2][CH3:3].[CH2:4]=O.[N+:6]([C:9]1[CH:17]=[C:16]2[C:12]([CH:13]=[CH:14][NH:15]2)=[CH:11][CH:10]=1)([O-:8])=[O:7].[OH-].[Na+]. Product: [CH3:1][N:2]([CH3:4])[CH2:3][C:13]1[C:12]2[C:16](=[CH:17][C:9]([N+:6]([O-:8])=[O:7])=[CH:10][CH:11]=2)[NH:15][CH:14]=1. The catalyst class is: 15. (5) Reactant: [CH3:1][N:2]1[CH2:6][CH2:5][CH2:4][CH:3]1[CH2:7][CH2:8][OH:9].C(N(CC)CC)C.[CH3:17][S:18](Cl)(=[O:20])=[O:19]. Product: [CH3:1][N:2]1[CH2:6][CH2:5][CH2:4][CH:3]1[CH2:7][CH2:8][O:9][S:18]([CH3:17])(=[O:20])=[O:19]. The catalyst class is: 1. (6) Reactant: [C:1]([O:5][C:6](=[O:30])[N:7]([C:19]1[CH:24]=[C:23]([CH3:25])[C:22]([N+:26]([O-])=O)=[C:21]([CH3:29])[CH:20]=1)[CH2:8][C:9]1[CH:14]=[CH:13][C:12]([C:15]([F:18])([F:17])[F:16])=[CH:11][CH:10]=1)([CH3:4])([CH3:3])[CH3:2].C(O)(=O)C. Product: [C:1]([O:5][C:6](=[O:30])[N:7]([C:19]1[CH:20]=[C:21]([CH3:29])[C:22]([NH2:26])=[C:23]([CH3:25])[CH:24]=1)[CH2:8][C:9]1[CH:14]=[CH:13][C:12]([C:15]([F:16])([F:18])[F:17])=[CH:11][CH:10]=1)([CH3:4])([CH3:3])[CH3:2]. The catalyst class is: 490. (7) Reactant: [CH2:1]([O:3][C:4](=[O:31])[C:5]([O:8][C:9]1[CH:14]=[CH:13][C:12]([O:15][CH2:16][CH2:17][C:18]2[N:19]=[C:20]([C:24]3[CH:29]=[CH:28][C:27](Br)=[CH:26][CH:25]=3)[O:21][C:22]=2[CH3:23])=[CH:11][CH:10]=1)([CH3:7])[CH3:6])[CH3:2].[F:32][C:33]([F:44])([F:43])[C:34]1[CH:39]=[CH:38][C:37](B(O)O)=[CH:36][CH:35]=1.C1(C)C=CC=CC=1.C(=O)([O-])[O-].[Na+].[Na+]. Product: [CH2:1]([O:3][C:4](=[O:31])[C:5]([O:8][C:9]1[CH:14]=[CH:13][C:12]([O:15][CH2:16][CH2:17][C:18]2[N:19]=[C:20]([C:24]3[CH:29]=[CH:28][C:27]([C:37]4[CH:38]=[CH:39][C:34]([C:33]([F:44])([F:43])[F:32])=[CH:35][CH:36]=4)=[CH:26][CH:25]=3)[O:21][C:22]=2[CH3:23])=[CH:11][CH:10]=1)([CH3:7])[CH3:6])[CH3:2]. The catalyst class is: 8.